Dataset: Reaction yield outcomes from USPTO patents with 853,638 reactions. Task: Predict the reaction yield, written as a fraction of the theoretical maximum amount of product (1.0 means a 100% yield; for example, 0.34 means a 34% yield). The catalyst is C(OC(=O)C)(=O)C. The yield is 0.890. The reactants are [CH3:1][O:2][C:3](=[O:24])[C:4]1[CH:9]=[CH:8][C:7]([CH2:10][NH2:11])=[N:6][C:5]=1[NH:12][C:13]1[CH:18]=[CH:17][C:16]([Si:19]([CH3:22])([CH3:21])[CH3:20])=[CH:15][C:14]=1[F:23].[CH:25](O)=[O:26]. The product is [CH3:1][O:2][C:3](=[O:24])[C:4]1[CH:9]=[CH:8][C:7]([CH2:10][NH:11][CH:25]=[O:26])=[N:6][C:5]=1[NH:12][C:13]1[CH:18]=[CH:17][C:16]([Si:19]([CH3:20])([CH3:22])[CH3:21])=[CH:15][C:14]=1[F:23].